From a dataset of Forward reaction prediction with 1.9M reactions from USPTO patents (1976-2016). Predict the product of the given reaction. (1) Given the reactants C([O:8][C:9]1[C:14]([CH2:15][N:16]2[C:22](=[O:23])[C:21]3[C:24]([CH3:31])=[C:25]([O:28][CH2:29][CH3:30])[CH:26]=[CH:27][C:20]=3[O:19][CH2:18][CH2:17]2)=[C:13]([CH3:32])[CH:12]=[C:11]([CH3:33])[N:10]=1)C1C=CC=CC=1.O1CCOCC1, predict the reaction product. The product is: [CH3:32][C:13]1[CH:12]=[C:11]([CH3:33])[NH:10][C:9](=[O:8])[C:14]=1[CH2:15][N:16]1[C:22](=[O:23])[C:21]2[C:24]([CH3:31])=[C:25]([O:28][CH2:29][CH3:30])[CH:26]=[CH:27][C:20]=2[O:19][CH2:18][CH2:17]1. (2) The product is: [N:1]1([C:7]2[N:12]=[C:11]([N:13]3[CH2:18][CH2:17][O:16][CH2:15][CH2:14]3)[N:10]=[C:9]([C:19]3[CH:25]=[CH:24][C:22]([NH:23][C:29]([NH:28][CH2:26][CH3:27])=[O:30])=[CH:21][CH:20]=3)[N:8]=2)[CH2:2][CH2:3][O:4][CH2:5][CH2:6]1. Given the reactants [N:1]1([C:7]2[N:12]=[C:11]([N:13]3[CH2:18][CH2:17][O:16][CH2:15][CH2:14]3)[N:10]=[C:9]([C:19]3[CH:25]=[CH:24][C:22]([NH2:23])=[CH:21][CH:20]=3)[N:8]=2)[CH2:6][CH2:5][O:4][CH2:3][CH2:2]1.[CH2:26]([N:28]=[C:29]=[O:30])[CH3:27], predict the reaction product.